This data is from Reaction yield outcomes from USPTO patents with 853,638 reactions. The task is: Predict the reaction yield, written as a fraction of the theoretical maximum amount of product (1.0 means a 100% yield; for example, 0.34 means a 34% yield). The reactants are [Cl:1][C:2]1[CH:7]=[CH:6][C:5]([C:8]2[NH:20][C:11]3=[N:12][CH:13]=[CH:14][C:15]([C:16]([O:18]C)=[O:17])=[C:10]3[N:9]=2)=[CH:4][CH:3]=1.O[Li].O. The catalyst is C1COCC1.O. The product is [Cl:1][C:2]1[CH:7]=[CH:6][C:5]([C:8]2[NH:20][C:11]3=[N:12][CH:13]=[CH:14][C:15]([C:16]([OH:18])=[O:17])=[C:10]3[N:9]=2)=[CH:4][CH:3]=1. The yield is 1.02.